From a dataset of NCI-60 drug combinations with 297,098 pairs across 59 cell lines. Regression. Given two drug SMILES strings and cell line genomic features, predict the synergy score measuring deviation from expected non-interaction effect. (1) Drug 1: CC12CCC3C(C1CCC2OP(=O)(O)O)CCC4=C3C=CC(=C4)OC(=O)N(CCCl)CCCl.[Na+]. Drug 2: CC1C(C(CC(O1)OC2CC(CC3=C2C(=C4C(=C3O)C(=O)C5=C(C4=O)C(=CC=C5)OC)O)(C(=O)CO)O)N)O.Cl. Cell line: KM12. Synergy scores: CSS=51.6, Synergy_ZIP=8.28, Synergy_Bliss=7.31, Synergy_Loewe=-8.78, Synergy_HSA=9.41. (2) Drug 1: CCC1=CC2CC(C3=C(CN(C2)C1)C4=CC=CC=C4N3)(C5=C(C=C6C(=C5)C78CCN9C7C(C=CC9)(C(C(C8N6C)(C(=O)OC)O)OC(=O)C)CC)OC)C(=O)OC.C(C(C(=O)O)O)(C(=O)O)O. Drug 2: CC1=C(C(CCC1)(C)C)C=CC(=CC=CC(=CC(=O)O)C)C. Cell line: MCF7. Synergy scores: CSS=34.0, Synergy_ZIP=-5.90, Synergy_Bliss=-3.58, Synergy_Loewe=-1.46, Synergy_HSA=0.931. (3) Cell line: OVCAR-5. Synergy scores: CSS=50.9, Synergy_ZIP=-6.54, Synergy_Bliss=-7.25, Synergy_Loewe=-1.02, Synergy_HSA=-0.154. Drug 1: COCCOC1=C(C=C2C(=C1)C(=NC=N2)NC3=CC=CC(=C3)C#C)OCCOC.Cl. Drug 2: CC1C(C(CC(O1)OC2CC(CC3=C2C(=C4C(=C3O)C(=O)C5=CC=CC=C5C4=O)O)(C(=O)C)O)N)O. (4) Drug 1: COC1=CC(=CC(=C1O)OC)C2C3C(COC3=O)C(C4=CC5=C(C=C24)OCO5)OC6C(C(C7C(O6)COC(O7)C8=CC=CS8)O)O. Drug 2: CN1C2=C(C=C(C=C2)N(CCCl)CCCl)N=C1CCCC(=O)O.Cl. Cell line: SN12C. Synergy scores: CSS=29.6, Synergy_ZIP=-10.8, Synergy_Bliss=-7.08, Synergy_Loewe=-67.8, Synergy_HSA=-7.78. (5) Drug 1: CCC1(CC2CC(C3=C(CCN(C2)C1)C4=CC=CC=C4N3)(C5=C(C=C6C(=C5)C78CCN9C7C(C=CC9)(C(C(C8N6C=O)(C(=O)OC)O)OC(=O)C)CC)OC)C(=O)OC)O.OS(=O)(=O)O. Cell line: DU-145. Drug 2: C1=NC2=C(N=C(N=C2N1C3C(C(C(O3)CO)O)F)Cl)N. Synergy scores: CSS=-3.50, Synergy_ZIP=2.53, Synergy_Bliss=3.95, Synergy_Loewe=-6.42, Synergy_HSA=-5.64. (6) Drug 1: COC1=CC(=CC(=C1O)OC)C2C3C(COC3=O)C(C4=CC5=C(C=C24)OCO5)OC6C(C(C7C(O6)COC(O7)C8=CC=CS8)O)O. Drug 2: CC1=C(N=C(N=C1N)C(CC(=O)N)NCC(C(=O)N)N)C(=O)NC(C(C2=CN=CN2)OC3C(C(C(C(O3)CO)O)O)OC4C(C(C(C(O4)CO)O)OC(=O)N)O)C(=O)NC(C)C(C(C)C(=O)NC(C(C)O)C(=O)NCCC5=NC(=CS5)C6=NC(=CS6)C(=O)NCCC[S+](C)C)O. Cell line: SN12C. Synergy scores: CSS=28.5, Synergy_ZIP=-2.01, Synergy_Bliss=6.00, Synergy_Loewe=6.15, Synergy_HSA=7.15. (7) Drug 1: CN1CCC(CC1)COC2=C(C=C3C(=C2)N=CN=C3NC4=C(C=C(C=C4)Br)F)OC. Drug 2: CC1CCCC2(C(O2)CC(NC(=O)CC(C(C(=O)C(C1O)C)(C)C)O)C(=CC3=CSC(=N3)C)C)C. Cell line: HCT116. Synergy scores: CSS=4.95, Synergy_ZIP=2.54, Synergy_Bliss=5.72, Synergy_Loewe=2.57, Synergy_HSA=4.57. (8) Drug 1: CC12CCC(CC1=CCC3C2CCC4(C3CC=C4C5=CN=CC=C5)C)O. Drug 2: C1CCC(C(C1)N)N.C(=O)(C(=O)[O-])[O-].[Pt+4]. Cell line: SK-OV-3. Synergy scores: CSS=7.66, Synergy_ZIP=-0.853, Synergy_Bliss=3.65, Synergy_Loewe=4.54, Synergy_HSA=3.64. (9) Drug 1: CCCS(=O)(=O)NC1=C(C(=C(C=C1)F)C(=O)C2=CNC3=C2C=C(C=N3)C4=CC=C(C=C4)Cl)F. Drug 2: C1=NC2=C(N=C(N=C2N1C3C(C(C(O3)CO)O)F)Cl)N. Cell line: M14. Synergy scores: CSS=32.2, Synergy_ZIP=-8.73, Synergy_Bliss=-9.17, Synergy_Loewe=-12.9, Synergy_HSA=-5.76.